Dataset: Forward reaction prediction with 1.9M reactions from USPTO patents (1976-2016). Task: Predict the product of the given reaction. (1) The product is: [Cl:13][C:14]1[CH:19]=[CH:18][C:17]([N:20]2[C:29](=[O:30])[C:28]3[C:23](=[CH:24][CH:25]=[CH:26][CH:27]=3)[N:22]=[C:21]2[C:31]2[CH:36]=[CH:35][C:34](/[CH:37]=[CH:6]/[N:7]([CH3:9])[CH3:8])=[C:33]([N+:38]([O-:40])=[O:39])[CH:32]=2)=[CH:16][CH:15]=1. Given the reactants C(O[CH:6](N(C)C)[N:7]([CH3:9])[CH3:8])(C)(C)C.[Cl:13][C:14]1[CH:19]=[CH:18][C:17]([N:20]2[C:29](=[O:30])[C:28]3[C:23](=[CH:24][CH:25]=[CH:26][CH:27]=3)[N:22]=[C:21]2[C:31]2[CH:36]=[CH:35][C:34]([CH3:37])=[C:33]([N+:38]([O-:40])=[O:39])[CH:32]=2)=[CH:16][CH:15]=1, predict the reaction product. (2) Given the reactants [CH2:1]1[CH2:11][C:9](=[O:10])[C:8]2[C:3](=[CH:4][CH:5]=[CH:6][CH:7]=2)[CH2:2]1, predict the reaction product. The product is: [CH2:1]1[CH2:2][C:3]2[C:8](=[CH:7][CH:6]=[CH:5][CH:4]=2)[C@H:9]([OH:10])[CH2:11]1. (3) Given the reactants [CH:1]1([CH2:4][O:5][C:6]2[CH:7]=[C:8]([C@@H:16]([O:27][C:28](=[O:38])[C:29]3[CH:34]=[CH:33][CH:32]=[C:31]([CH:35]=O)[C:30]=3[OH:37])[CH2:17][C:18]3[C:23]([Cl:24])=[CH:22][N+:21]([O-:25])=[CH:20][C:19]=3[Cl:26])[CH:9]=[CH:10][C:11]=2[O:12][CH:13]([F:15])[F:14])[CH2:3][CH2:2]1.[NH2:39][C:40]1[CH:45]=[CH:44][CH:43]=[CH:42][C:41]=1[OH:46], predict the reaction product. The product is: [CH:1]1([CH2:4][O:5][C:6]2[CH:7]=[C:8]([C@@H:16]([O:27][C:28](=[O:38])[C:29]3[CH:34]=[CH:33][CH:32]=[C:31]([CH2:35][NH:39][C:40]4[CH:45]=[CH:44][CH:43]=[CH:42][C:41]=4[OH:46])[C:30]=3[OH:37])[CH2:17][C:18]3[C:23]([Cl:24])=[CH:22][N+:21]([O-:25])=[CH:20][C:19]=3[Cl:26])[CH:9]=[CH:10][C:11]=2[O:12][CH:13]([F:14])[F:15])[CH2:3][CH2:2]1. (4) Given the reactants [Br:1][C:2]1[CH:3]=[CH:4][CH:5]=[C:6]2[C:29]=1[C:9]1([CH2:14][CH2:13][N:12]([C:15](=[O:28])/[CH:16]=[CH:17]/[C:18]3[CH:23]=[CH:22][CH:21]=[CH:20][C:19]=3[C:24]([F:27])([F:26])[F:25])[CH2:11][CH2:10]1)[CH2:8][CH:7]2[CH2:30][C:31]([O:33]CC)=[O:32].O[Li].O, predict the reaction product. The product is: [Br:1][C:2]1[CH:3]=[CH:4][CH:5]=[C:6]2[C:29]=1[C:9]1([CH2:10][CH2:11][N:12]([C:15](=[O:28])/[CH:16]=[CH:17]/[C:18]3[CH:23]=[CH:22][CH:21]=[CH:20][C:19]=3[C:24]([F:25])([F:27])[F:26])[CH2:13][CH2:14]1)[CH2:8][CH:7]2[CH2:30][C:31]([OH:33])=[O:32]. (5) Given the reactants [Br:1][C:2]1[C:3]([F:29])=[CH:4][C:5]([F:28])=[C:6]([C@@:8]([NH:20]C(=O)OC(C)(C)C)([CH2:10][C@H:11]([C:13]2[C:14]([CH3:19])=[N:15][O:16][C:17]=2[CH3:18])[OH:12])[CH3:9])[CH:7]=1.C(O)(C(F)(F)F)=O, predict the reaction product. The product is: [NH2:20][C@@:8]([C:6]1[CH:7]=[C:2]([Br:1])[C:3]([F:29])=[CH:4][C:5]=1[F:28])([CH3:9])[CH2:10][C@H:11]([C:13]1[C:14]([CH3:19])=[N:15][O:16][C:17]=1[CH3:18])[OH:12].